Task: Predict the reactants needed to synthesize the given product.. Dataset: Full USPTO retrosynthesis dataset with 1.9M reactions from patents (1976-2016) (1) Given the product [CH2:31]([O:30][C:28](=[O:29])[CH2:27][CH:26]([NH:25][C:50]([C@@H:49]1[CH2:53][CH2:54][CH2:55][N:48]1[C:41]([O:43][C:44]([CH3:45])([CH3:46])[CH3:47])=[O:42])=[O:52])[C:32]([C:34]1[CH:35]=[CH:36][C:37]([Br:40])=[CH:38][CH:39]=1)=[O:33])[C:10]1[CH:56]=[CH:14][CH:13]=[CH:12][CH:11]=1.[CH3:31][O:30][C:28](=[O:29])[CH2:27][CH:26]([NH:25][C:50]([C@@H:49]1[CH2:53][CH2:54][CH2:55][N:48]1[C:41]([O:43][C:44]([CH3:47])([CH3:46])[CH3:45])=[O:42])=[O:51])[C:32]([C:34]1[CH:35]=[CH:36][C:37]([Br:40])=[CH:38][CH:39]=1)=[O:33], predict the reactants needed to synthesize it. The reactants are: CN(C(ON1N=N[C:11]2[CH:12]=[CH:13][CH:14]=N[C:10]1=2)=[N+](C)C)C.F[P-](F)(F)(F)(F)F.[NH2:25][CH:26]([C:32]([C:34]1[CH:39]=[CH:38][C:37]([Br:40])=[CH:36][CH:35]=1)=[O:33])[CH2:27][C:28]([O:30][CH3:31])=[O:29].[C:41]([N:48]1[CH2:55][CH2:54][CH2:53][C@H:49]1[C:50]([OH:52])=[O:51])([O:43][C:44]([CH3:47])([CH3:46])[CH3:45])=[O:42].[C:56]([O-])(O)=O.[Na+]. (2) The reactants are: C[O:2][C:3](=[O:38])[CH2:4][CH:5]([NH:16][C:17]([CH:19]1[CH2:23][CH2:22][CH2:21][N:20]1[C:24](=[O:37])[CH:25]([NH:29][C:30]([O:32][C:33]([CH3:36])([CH3:35])[CH3:34])=[O:31])[CH:26]([CH3:28])[CH3:27])=[O:18])[CH2:6][C:7]1[CH:12]=[C:11]([F:13])[C:10]([F:14])=[CH:9][C:8]=1[F:15].O[Li].O. Given the product [C:33]([O:32][C:30]([NH:29][CH:25]([CH:26]([CH3:28])[CH3:27])[C:24]([N:20]1[CH2:21][CH2:22][CH2:23][CH:19]1[C:17]([NH:16][CH:5]([CH2:6][C:7]1[CH:12]=[C:11]([F:13])[C:10]([F:14])=[CH:9][C:8]=1[F:15])[CH2:4][C:3]([OH:38])=[O:2])=[O:18])=[O:37])=[O:31])([CH3:36])([CH3:35])[CH3:34], predict the reactants needed to synthesize it. (3) Given the product [Br:18][C:19]1[C:20]([CH2:30][N:5]2[C:1](=[O:11])[C:2]3[C:3](=[CH:7][CH:8]=[CH:9][CH:10]=3)[C:4]2=[O:6])=[N:21][C:22]2[C:27]([CH:28]=1)=[C:26]([F:29])[CH:25]=[CH:24][CH:23]=2, predict the reactants needed to synthesize it. The reactants are: [C:1]1(=[O:11])[NH:5][C:4](=[O:6])[C:3]2=[CH:7][CH:8]=[CH:9][CH:10]=[C:2]12.C(=O)([O-])[O-].[K+].[K+].[Br:18][C:19]1[C:20]([CH2:30]Br)=[N:21][C:22]2[C:27]([CH:28]=1)=[C:26]([F:29])[CH:25]=[CH:24][CH:23]=2.CN(C=O)C. (4) Given the product [NH2:1][C:2]1[N:3]=[C:4]([Cl:11])[C:5]2[CH:10]=[CH:9][N:8]([C@@H:45]3[O:46][C@H:47]([CH2:57][O:58][CH2:59][C:60]4[CH:65]=[CH:64][CH:63]=[CH:62][CH:61]=4)[C@@H:48]([O:49][CH2:50][C:51]4[CH:56]=[CH:55][CH:54]=[CH:53][CH:52]=4)[C@@H:44]3[O:43][CH2:36][C:37]3[CH:42]=[CH:41][CH:40]=[CH:39][CH:38]=3)[C:6]=2[N:7]=1, predict the reactants needed to synthesize it. The reactants are: [NH2:1][C:2]1[NH:7][C:6]2=[N:8][CH:9]=[CH:10][C:5]2=[C:4]([Cl:11])[N:3]=1.[OH-].[K+].COCCOCCN(CCOCCOC)CCOCCOC.[CH2:36]([O:43][C@H:44]1[C@H:48]([O:49][CH2:50][C:51]2[CH:56]=[CH:55][CH:54]=[CH:53][CH:52]=2)[C@@H:47]([CH2:57][O:58][CH2:59][C:60]2[CH:65]=[CH:64][CH:63]=[CH:62][CH:61]=2)[O:46][CH:45]1Br)[C:37]1[CH:42]=[CH:41][CH:40]=[CH:39][CH:38]=1. (5) Given the product [CH3:9][O:10][NH:11][C:15]([C:17]1[C:18](=[O:45])[C:19]2[CH:24]=[N:23][C:22]([NH:25][CH2:26][CH2:27][CH2:28][N:29]3[CH:33]=[CH:32][N:31]=[CH:30]3)=[N:21][C:20]=2[N:34]([CH:36]2[CH2:44][CH2:43][CH2:42][CH2:38][CH2:37]2)[CH:35]=1)=[O:14], predict the reactants needed to synthesize it. The reactants are: C(N(CC)CC)C.Cl.[CH3:9][O:10][NH2:11].C([O:14][C:15]([C:17]1[C:18](=[O:45])[C:19]2[CH:24]=[N:23][C:22]([NH:25][CH2:26][CH2:27][CH2:28][N:29]3[CH:33]=[CH:32][N:31]=[CH:30]3)=[N:21][C:20]=2[N:34]([C:36]2[CH:37]=[C:38]3[C:42](=[CH:43][CH:44]=2)CCC3)[CH:35]=1)=O)C. (6) Given the product [Cl:1][C:2]1[CH:7]=[C:6]([F:8])[C:5]([C:9]2[C:17]([Cl:19])=[C:12]3[CH2:13][CH2:14][CH2:15][CH2:16][N:11]3[N:10]=2)=[CH:4][C:3]=1[OH:18], predict the reactants needed to synthesize it. The reactants are: [Cl:1][C:2]1[CH:7]=[C:6]([F:8])[C:5]([C:9]2[CH:17]=[C:12]3[CH2:13][CH2:14][CH2:15][CH2:16][N:11]3[N:10]=2)=[CH:4][C:3]=1[OH:18].[Cl:19]N1C(=O)CCC1=O.O. (7) The reactants are: [Cl:1][C:2]1[CH:7]=[CH:6][C:5]([N:8]2[CH:13]=[CH:12][C:11](=[O:14])[C:10]([C:15](=O)/[CH:16]=[CH:17]/[N:18](C)C)=[N:9]2)=[CH:4][CH:3]=1.[F:22][C:23]1[CH:28]=[CH:27][CH:26]=[CH:25][C:24]=1[NH:29]N. Given the product [Cl:1][C:2]1[CH:3]=[CH:4][C:5]([N:8]2[CH:13]=[CH:12][C:11](=[O:14])[C:10]([C:15]3[N:29]([C:24]4[CH:25]=[CH:26][CH:27]=[CH:28][C:23]=4[F:22])[N:18]=[CH:17][CH:16]=3)=[N:9]2)=[CH:6][CH:7]=1, predict the reactants needed to synthesize it.